Dataset: Forward reaction prediction with 1.9M reactions from USPTO patents (1976-2016). Task: Predict the product of the given reaction. (1) Given the reactants Br[CH2:2][CH2:3][O:4][C:5]1[CH:10]=[CH:9][C:8]([C:11]2[CH:16]=[CH:15][CH:14]=[CH:13][CH:12]=2)=[CH:7][CH:6]=1.C([O:19][C:20](=[O:34])[C@@H:21]([O:30][CH2:31][CH2:32][CH3:33])[CH2:22][C:23]1[CH:28]=[CH:27][C:26]([OH:29])=[CH:25][CH:24]=1)C.C1(C2C=CC=CC=2)C=CC(OCCOC2C=CC(C[C@H](OC)C(O)=O)=CC=2)=CC=1, predict the reaction product. The product is: [C:8]1([C:11]2[CH:16]=[CH:15][CH:14]=[CH:13][CH:12]=2)[CH:9]=[CH:10][C:5]([O:4][CH2:3][CH2:2][O:29][C:26]2[CH:25]=[CH:24][C:23]([CH2:22][C@H:21]([O:30][CH2:31][CH2:32][CH3:33])[C:20]([OH:34])=[O:19])=[CH:28][CH:27]=2)=[CH:6][CH:7]=1. (2) Given the reactants [Br:1][C:2]1[CH:3]=[N:4][CH:5]=[C:6]2[C:11]=1[N:10]=[C:9]([C:12]([OH:14])=O)[CH:8]=[CH:7]2.CN(C(ON1N=NC2C=[CH:27][CH:28]=[N:29][C:24]1=2)=[N+](C)C)C.F[P-](F)(F)(F)(F)F.N1CCC1.CCN(C(C)C)C(C)C, predict the reaction product. The product is: [N:29]1([C:12]([C:9]2[CH:8]=[CH:7][C:6]3[C:11](=[C:2]([Br:1])[CH:3]=[N:4][CH:5]=3)[N:10]=2)=[O:14])[CH2:28][CH2:27][CH2:24]1.